Dataset: Peptide-MHC class II binding affinity with 134,281 pairs from IEDB. Task: Regression. Given a peptide amino acid sequence and an MHC pseudo amino acid sequence, predict their binding affinity value. This is MHC class II binding data. (1) The peptide sequence is INAGFKAALAAAAGVPPADKY. The binding affinity (normalized) is 0.544. The MHC is DRB1_1101 with pseudo-sequence DRB1_1101. (2) The peptide sequence is GWYDWQQVPFCSNHFTEL. The MHC is DRB3_0101 with pseudo-sequence DRB3_0101. The binding affinity (normalized) is 0. (3) The peptide sequence is LRNPGYALVAAVIGWML. The MHC is DRB1_0301 with pseudo-sequence DRB1_0301. The binding affinity (normalized) is 0. (4) The peptide sequence is GLRSLTDLLRALGAQ. The MHC is DRB1_0101 with pseudo-sequence DRB1_0101. The binding affinity (normalized) is 0.530. (5) The peptide sequence is YTDYLTVMDRYSVDA. The MHC is HLA-DQA10102-DQB10501 with pseudo-sequence HLA-DQA10102-DQB10501. The binding affinity (normalized) is 0.399.